Dataset: Forward reaction prediction with 1.9M reactions from USPTO patents (1976-2016). Task: Predict the product of the given reaction. Given the reactants F[C:2]1[CH:12]=[CH:11][C:5]([C:6]([O:8][CH2:9][CH3:10])=[O:7])=[CH:4][CH:3]=1.[O:13]1[C:17]2([CH2:22][CH2:21][NH:20][CH2:19][CH2:18]2)[O:16][CH2:15][CH2:14]1.C(=O)([O-])[O-].[K+].[K+], predict the reaction product. The product is: [O:13]1[C:17]2([CH2:22][CH2:21][N:20]([C:2]3[CH:12]=[CH:11][C:5]([C:6]([O:8][CH2:9][CH3:10])=[O:7])=[CH:4][CH:3]=3)[CH2:19][CH2:18]2)[O:16][CH2:15][CH2:14]1.